From a dataset of Forward reaction prediction with 1.9M reactions from USPTO patents (1976-2016). Predict the product of the given reaction. (1) The product is: [CH2:30]([N:22]1[CH2:21][CH:20]([C:11]2[CH:12]=[C:13]([C:16]([F:17])([F:18])[F:19])[CH:14]=[CH:15][C:10]=2[C:8]2[CH:9]=[C:4]([CH:1]([CH3:3])[CH3:2])[CH:5]=[CH:6][C:7]=2[O:26][CH3:27])[O:24][C:23]1=[O:25])[C:31]1[CH:36]=[CH:35][CH:34]=[CH:33][CH:32]=1. Given the reactants [CH:1]([C:4]1[CH:5]=[CH:6][C:7]([O:26][CH3:27])=[C:8]([C:10]2[CH:15]=[CH:14][C:13]([C:16]([F:19])([F:18])[F:17])=[CH:12][C:11]=2[CH:20]2[O:24][C:23](=[O:25])[NH:22][CH2:21]2)[CH:9]=1)([CH3:3])[CH3:2].[H-].[Na+].[CH2:30](Br)[C:31]1[CH:36]=[CH:35][CH:34]=[CH:33][CH:32]=1, predict the reaction product. (2) Given the reactants [NH2:1][C:2]1[C:7]([NH:8][C:9](=O)[CH2:10][CH2:11][C:12]2[CH:17]=[C:16]([CH3:18])[CH:15]=[C:14]([NH2:19])[N:13]=2)=[CH:6][C:5](I)=[CH:4][N:3]=1.C(=O)(O)[O-].[Na+].[F:27][C:28]([F:39])([F:38])[C:29]1[CH:34]=[CH:33][C:32](B(O)O)=[CH:31][CH:30]=1, predict the reaction product. The product is: [NH2:19][C:14]1[CH:15]=[C:16]([CH3:18])[CH:17]=[C:12]([CH2:11][CH2:10][C:9]2[NH:1][C:2]3=[N:3][CH:4]=[C:5]([C:32]4[CH:33]=[CH:34][C:29]([C:28]([F:39])([F:38])[F:27])=[CH:30][CH:31]=4)[CH:6]=[C:7]3[N:8]=2)[N:13]=1. (3) Given the reactants [C:1]1([CH:7]([C:51]2[CH:56]=[CH:55][CH:54]=[CH:53][CH:52]=2)[N:8]2[CH:13]=[CH:12][CH:11]=[C:10]([C:14]([NH:16][C@@H:17]([CH2:25][CH2:26][CH2:27][NH:28][C:29]([NH:31]S(C3C(C)=C4C(=C(C)C=3C)OC(C)(C)CC4)(=O)=O)=[NH:30])[C:18]([O:20]C(C)(C)C)=[O:19])=[O:15])[C:9]2=[O:50])[CH:6]=[CH:5][CH:4]=[CH:3][CH:2]=1.[C:57]([OH:63])([C:59]([F:62])([F:61])[F:60])=[O:58].C([SiH](CC)CC)C, predict the reaction product. The product is: [NH:28]([CH2:27][CH2:26][CH2:25][C@H:17]([NH:16][C:14]([C:10]1[C:9](=[O:50])[N:8]([CH:7]([C:1]2[CH:6]=[CH:5][CH:4]=[CH:3][CH:2]=2)[C:51]2[CH:56]=[CH:55][CH:54]=[CH:53][CH:52]=2)[CH:13]=[CH:12][CH:11]=1)=[O:15])[C:18]([OH:20])=[O:19])[C:29]([NH2:31])=[NH:30].[C:57]([OH:63])([C:59]([F:62])([F:61])[F:60])=[O:58]. (4) Given the reactants [CH2:1]([O:8][C:9]([N:11]1[CH2:16][CH2:15][CH:14]([C:17]([OH:19])=O)[CH2:13][CH2:12]1)=[O:10])[C:2]1[CH:7]=[CH:6][CH:5]=[CH:4][CH:3]=1.Cl.[CH3:21][NH:22][O:23][CH3:24].Cl.C(N=C=NCCCN(C)C)C.C(N(CC)C(C)C)(C)C, predict the reaction product. The product is: [CH3:24][O:23][N:22]([CH3:21])[C:17]([CH:14]1[CH2:13][CH2:12][N:11]([C:9]([O:8][CH2:1][C:2]2[CH:3]=[CH:4][CH:5]=[CH:6][CH:7]=2)=[O:10])[CH2:16][CH2:15]1)=[O:19]. (5) Given the reactants [CH2:1]([O:4][C@H:5]1[CH2:10][CH2:9][C@H:8]([N:11]2[CH2:16][CH2:15][CH:14]([NH:17]C(=O)OC(C)(C)C)[CH2:13][CH2:12]2)[CH2:7][CH2:6]1)[CH2:2][CH3:3].Cl.C(OCC)C.C(OCC)(=O)C.C([O-])([O-])=O.[Na+].[Na+], predict the reaction product. The product is: [CH2:1]([O:4][C@H:5]1[CH2:6][CH2:7][C@H:8]([N:11]2[CH2:12][CH2:13][CH:14]([NH2:17])[CH2:15][CH2:16]2)[CH2:9][CH2:10]1)[CH2:2][CH3:3]. (6) Given the reactants [C:1]1([NH:7][C:8]([C:10]2([C:13]([O:15]C)=[O:14])[CH2:12][CH2:11]2)=[O:9])[CH:6]=[CH:5][CH:4]=[CH:3][CH:2]=1.O.[OH-].[Li+], predict the reaction product. The product is: [C:1]1([NH:7][C:8]([C:10]2([C:13]([OH:15])=[O:14])[CH2:11][CH2:12]2)=[O:9])[CH:2]=[CH:3][CH:4]=[CH:5][CH:6]=1. (7) Given the reactants [OH:1][C:2]1[CH:3]=[CH:4][C:5]([CH:11]=[O:12])=[C:6]2[C:10]=1[O:9][CH:8]=[CH:7]2.Cl[C:14]1[CH:21]=[CH:20][C:17]([C:18]#[N:19])=[CH:16][N:15]=1, predict the reaction product. The product is: [CH:11]([C:5]1[C:6]2[CH:7]=[CH:8][O:9][C:10]=2[C:2]([O:1][C:14]2[CH:21]=[CH:20][C:17]([C:18]#[N:19])=[CH:16][N:15]=2)=[CH:3][CH:4]=1)=[O:12]. (8) Given the reactants Br[C:2]1[CH:17]=[CH:16][C:5]2[N:6]=[C:7]([C:9]3[CH:14]=[CH:13][CH:12]=[CH:11][C:10]=3[OH:15])[S:8][C:4]=2[CH:3]=1.[C:18]1(B(O)O)[CH:23]=[CH:22][CH:21]=[CH:20][CH:19]=1.C([O-])([O-])=O.[K+].[K+], predict the reaction product. The product is: [C:18]1([C:2]2[CH:17]=[CH:16][C:5]3[N:6]=[C:7]([C:9]4[CH:14]=[CH:13][CH:12]=[CH:11][C:10]=4[OH:15])[S:8][C:4]=3[CH:3]=2)[CH:23]=[CH:22][CH:21]=[CH:20][CH:19]=1. (9) Given the reactants Cl.[F:2][C:3]([F:24])([F:23])[C:4]1[CH:22]=[CH:21][CH:20]=[CH:19][C:5]=1[CH:6]([O:14][CH:15]1[CH2:18][NH:17][CH2:16]1)[C:7]1[CH:12]=[CH:11][C:10]([Cl:13])=[CH:9][CH:8]=1.[F:25][C:26]1[CH:27]=[C:28]([S:32](Cl)(=[O:34])=[O:33])[CH:29]=[CH:30][CH:31]=1.[N+](C1C=CC(S(N2CC(OC(C3C=CC(Cl)=CC=3)C3C=CC=CC=3C(F)(F)F)C2)(=O)=O)=CC=1)([O-])=O, predict the reaction product. The product is: [F:25][C:26]1[CH:27]=[C:28]([S:32]([N:17]2[CH2:18][CH:15]([O:14][CH:6]([C:7]3[CH:12]=[CH:11][C:10]([Cl:13])=[CH:9][CH:8]=3)[C:5]3[CH:19]=[CH:20][CH:21]=[CH:22][C:4]=3[C:3]([F:2])([F:23])[F:24])[CH2:16]2)(=[O:34])=[O:33])[CH:29]=[CH:30][CH:31]=1. (10) Given the reactants [C:1]([N:5]1[CH2:25][CH2:24][CH2:23][C:8]2[CH:9]=[C:10]3[C:19]4[CH:18]=[C:17]([Br:20])[C:16]([O:21][CH3:22])=[CH:15][C:14]=4[CH2:13][CH2:12][N:11]3[C:7]=2[C:6]1=[O:26])([CH3:4])([CH3:3])[CH3:2].[Br:27]N1C(=O)CCC1=O, predict the reaction product. The product is: [C:1]([N:5]1[CH2:25][CH2:24][CH2:23][C:8]2[C:9]([Br:27])=[C:10]3[C:19]4[CH:18]=[C:17]([Br:20])[C:16]([O:21][CH3:22])=[CH:15][C:14]=4[CH2:13][CH2:12][N:11]3[C:7]=2[C:6]1=[O:26])([CH3:4])([CH3:2])[CH3:3].